This data is from Peptide-MHC class I binding affinity with 185,985 pairs from IEDB/IMGT. The task is: Regression. Given a peptide amino acid sequence and an MHC pseudo amino acid sequence, predict their binding affinity value. This is MHC class I binding data. (1) The MHC is HLA-A11:01 with pseudo-sequence HLA-A11:01. The binding affinity (normalized) is 0. The peptide sequence is GMFTNRSGFQ. (2) The peptide sequence is LVKSSILTL. The MHC is HLA-B15:01 with pseudo-sequence HLA-B15:01. The binding affinity (normalized) is 0.895. (3) The peptide sequence is LVLLILMTAR. The MHC is HLA-A33:01 with pseudo-sequence HLA-A33:01. The binding affinity (normalized) is 0.204. (4) The binding affinity (normalized) is 0.157. The peptide sequence is VAAVIIMAI. The MHC is HLA-A02:03 with pseudo-sequence HLA-A02:03. (5) The peptide sequence is TLLGCWSFVL. The MHC is HLA-A02:01 with pseudo-sequence HLA-A02:01. The binding affinity (normalized) is 0.738. (6) The peptide sequence is DEYGPVFVE. The MHC is HLA-B15:01 with pseudo-sequence HLA-B15:01. The binding affinity (normalized) is 0.0847. (7) The peptide sequence is LLGPGRPYK. The MHC is HLA-A31:01 with pseudo-sequence HLA-A31:01. The binding affinity (normalized) is 0.778.